From a dataset of NCI-60 drug combinations with 297,098 pairs across 59 cell lines. Regression. Given two drug SMILES strings and cell line genomic features, predict the synergy score measuring deviation from expected non-interaction effect. (1) Drug 1: CC(C1=C(C=CC(=C1Cl)F)Cl)OC2=C(N=CC(=C2)C3=CN(N=C3)C4CCNCC4)N. Drug 2: CC1C(C(=O)NC(C(=O)N2CCCC2C(=O)N(CC(=O)N(C(C(=O)O1)C(C)C)C)C)C(C)C)NC(=O)C3=C4C(=C(C=C3)C)OC5=C(C(=O)C(=C(C5=N4)C(=O)NC6C(OC(=O)C(N(C(=O)CN(C(=O)C7CCCN7C(=O)C(NC6=O)C(C)C)C)C)C(C)C)C)N)C. Cell line: NCIH23. Synergy scores: CSS=9.53, Synergy_ZIP=2.57, Synergy_Bliss=4.92, Synergy_Loewe=4.44, Synergy_HSA=4.58. (2) Synergy scores: CSS=35.1, Synergy_ZIP=-4.64, Synergy_Bliss=-1.36, Synergy_Loewe=2.79, Synergy_HSA=3.92. Drug 1: CC1OCC2C(O1)C(C(C(O2)OC3C4COC(=O)C4C(C5=CC6=C(C=C35)OCO6)C7=CC(=C(C(=C7)OC)O)OC)O)O. Drug 2: C1=C(C(=O)NC(=O)N1)N(CCCl)CCCl. Cell line: RXF 393. (3) Drug 1: CN(C)N=NC1=C(NC=N1)C(=O)N. Drug 2: COCCOC1=C(C=C2C(=C1)C(=NC=N2)NC3=CC=CC(=C3)C#C)OCCOC.Cl. Cell line: HT29. Synergy scores: CSS=-0.718, Synergy_ZIP=0.736, Synergy_Bliss=0.609, Synergy_Loewe=-3.82, Synergy_HSA=-2.57.